From a dataset of Full USPTO retrosynthesis dataset with 1.9M reactions from patents (1976-2016). Predict the reactants needed to synthesize the given product. (1) The reactants are: [CH2:1]([O:3][C:4](=O)[CH2:5][C:6]([C:8]1[CH:13]=[CH:12][C:11]([O:14][CH2:15][C:16]2[C:21]([N:22]3[C:26](=[O:27])[N:25]([CH3:28])[N:24]=[N:23]3)=[CH:20][CH:19]=[CH:18][C:17]=2[CH3:29])=[C:10]([CH3:30])[CH:9]=1)=O)C.[CH3:32][NH:33][NH2:34].[H-].[Na+].S(OC)(OC)(=O)=O. Given the product [CH3:1][O:3][C:4]1[N:33]([CH3:32])[N:34]=[C:6]([C:8]2[CH:13]=[CH:12][C:11]([O:14][CH2:15][C:16]3[C:17]([CH3:29])=[CH:18][CH:19]=[CH:20][C:21]=3[N:22]3[C:26](=[O:27])[N:25]([CH3:28])[N:24]=[N:23]3)=[C:10]([CH3:30])[CH:9]=2)[CH:5]=1, predict the reactants needed to synthesize it. (2) Given the product [CH3:1][O:2][C:3](=[O:34])[C@@H:4]([NH:14][C:15]([C:17]1[S:21][C:20]([NH:22][C:23]([O:25][C:56]([CH3:55])([CH3:51])[CH3:37])=[O:24])=[N:19][C:18]=1[C:30]([F:31])([F:32])[F:33])=[O:16])[CH2:5][NH:6][C:7]([C:80]1[S:76][CH:77]=[CH:78][CH:79]=1)=[O:8], predict the reactants needed to synthesize it. The reactants are: [CH3:1][O:2][C:3](=[O:34])[C@@H:4]([NH:14][C:15]([C:17]1[S:21][C:20]([NH:22][C:23]([O:25]C(C)(C)C)=[O:24])=[N:19][C:18]=1[C:30]([F:33])([F:32])[F:31])=[O:16])[CH2:5][NH:6][C:7](OC(C)(C)C)=[O:8].Cl.O1CCOC[CH2:37]1.CN(C(ON1N=NC2C=C[CH:55]=[CH:56][C:51]1=2)=[N+](C)C)C.F[P-](F)(F)(F)(F)F.C1C=CC2N(O)N=NC=2C=1.[S:76]1[CH:80]=[CH:79][CH:78]=[C:77]1C(O)=O.C(N(CC)CC)C. (3) Given the product [F:35][C:2]([F:1])([F:36])[C:3]1[CH:4]=[N:5][N:6]([C:8]2[CH:13]=[CH:12][C:11]([NH:14][CH:15]([C:19]3[CH:20]=[CH:21][C:22]([C:23]([NH:25][CH2:26][CH2:27][C:28]([OH:30])=[O:29])=[O:24])=[CH:33][CH:34]=3)[CH2:16][CH2:17][CH3:18])=[CH:10][CH:9]=2)[CH:7]=1, predict the reactants needed to synthesize it. The reactants are: [F:1][C:2]([F:36])([F:35])[C:3]1[CH:4]=[N:5][N:6]([C:8]2[CH:13]=[CH:12][C:11]([NH:14][CH:15]([C:19]3[CH:34]=[CH:33][C:22]([C:23]([NH:25][CH:26]=[CH:27][C:28]([O:30]CC)=[O:29])=[O:24])=[CH:21][CH:20]=3)[CH2:16][CH2:17][CH3:18])=[CH:10][CH:9]=2)[CH:7]=1.O1CCCC1.[OH-].[Li+].